The task is: Predict which catalyst facilitates the given reaction.. This data is from Catalyst prediction with 721,799 reactions and 888 catalyst types from USPTO. (1) Reactant: [CH3:13][C:12]([O:11][C:9](O[C:9]([O:11][C:12]([CH3:15])([CH3:14])[CH3:13])=[O:10])=[O:10])([CH3:15])[CH3:14].C(N(CC)CC)C.[Si:23]([O:30][CH2:31][CH:32]([C:40]1([NH2:43])[CH2:42][CH2:41]1)[C:33]1[CH:38]=[CH:37][C:36]([Cl:39])=[CH:35][CH:34]=1)([C:26]([CH3:29])([CH3:28])[CH3:27])([CH3:25])[CH3:24]. Product: [Si:23]([O:30][CH2:31][CH:32]([C:40]1([NH:43][C:9](=[O:10])[O:11][C:12]([CH3:13])([CH3:14])[CH3:15])[CH2:42][CH2:41]1)[C:33]1[CH:38]=[CH:37][C:36]([Cl:39])=[CH:35][CH:34]=1)([C:26]([CH3:28])([CH3:29])[CH3:27])([CH3:25])[CH3:24]. The catalyst class is: 251. (2) Reactant: [Cl:1][C:2]1[C:3]([N:19]2[CH2:24][CH2:23][CH:22]([C:25]([O:27][CH3:28])=[O:26])[CH2:21][CH2:20]2)=[N:4][CH:5]=[C:6]([C:12]2[O:13][C:14]([CH2:17][CH3:18])=[CH:15][N:16]=2)[C:7]=1S(C)(=O)=O.C[CH2:30][N:31](C(C)C)[CH:32](C)C.CNC. Product: [Cl:1][C:2]1[C:3]([N:19]2[CH2:24][CH2:23][CH:22]([C:25]([O:27][CH3:28])=[O:26])[CH2:21][CH2:20]2)=[N:4][CH:5]=[C:6]([C:12]2[O:13][C:14]([CH2:17][CH3:18])=[CH:15][N:16]=2)[C:7]=1[N:31]([CH3:32])[CH3:30]. The catalyst class is: 1. (3) Reactant: [Br:1][C:2]1[CH:7]=[CH:6][C:5](/[CH:8]=[N:9]/[S:10]([C:12]([CH3:15])([CH3:14])[CH3:13])=[O:11])=[CH:4][CH:3]=1.Br[Mg][C:18]#[CH:19]. Product: [Br:1][C:2]1[CH:3]=[CH:4][C:5]([C@H:8]([NH:9][S:10]([C:12]([CH3:15])([CH3:14])[CH3:13])=[O:11])[C:18]#[CH:19])=[CH:6][CH:7]=1. The catalyst class is: 168. (4) The catalyst class is: 2. Reactant: [Br:1][C:2]1[CH:7]=[CH:6][CH:5]=[CH:4][C:3]=1[S:8](Cl)(=[O:10])=[O:9].[CH3:12][CH:13]1[CH2:18][NH:17][CH2:16][CH:15]([CH3:19])[NH:14]1.C(N(C(C)C)CC)(C)C. Product: [Br:1][C:2]1[CH:7]=[CH:6][CH:5]=[CH:4][C:3]=1[S:8]([N:17]1[CH2:16][CH:15]([CH3:19])[NH:14][CH:13]([CH3:12])[CH2:18]1)(=[O:10])=[O:9].